From a dataset of Peptide-MHC class II binding affinity with 134,281 pairs from IEDB. Regression. Given a peptide amino acid sequence and an MHC pseudo amino acid sequence, predict their binding affinity value. This is MHC class II binding data. (1) The peptide sequence is QVNTSKTGINENYAK. The MHC is DRB1_0401 with pseudo-sequence DRB1_0401. The binding affinity (normalized) is 0.118. (2) The binding affinity (normalized) is 0.0429. The peptide sequence is VAWQVKLLPVPPTVT. The MHC is HLA-DQA10401-DQB10402 with pseudo-sequence HLA-DQA10401-DQB10402.